Predict the product of the given reaction. From a dataset of Forward reaction prediction with 1.9M reactions from USPTO patents (1976-2016). (1) Given the reactants [OH:1][C:2]1[CH:3]=[CH:4][C:5]2[C:17](=[O:18])[C:16]3[C:15]4[C:10](=[CH:11][C:12]([C:19]#[N:20])=[CH:13][CH:14]=4)[NH:9][C:8]=3[C:7]([CH3:22])([CH3:21])[C:6]=2[CH:23]=1.[C:24]([O:28][C:29](=[O:34])[NH:30][CH2:31][CH2:32]O)([CH3:27])([CH3:26])[CH3:25], predict the reaction product. The product is: [C:24]([O:28][C:29](=[O:34])[NH:30][CH2:31][CH2:32][O:1][C:2]1[CH:3]=[CH:4][C:5]2[C:17](=[O:18])[C:16]3[C:15]4[C:10](=[CH:11][C:12]([C:19]#[N:20])=[CH:13][CH:14]=4)[NH:9][C:8]=3[C:7]([CH3:21])([CH3:22])[C:6]=2[CH:23]=1)([CH3:27])([CH3:26])[CH3:25]. (2) Given the reactants ClC(Cl)(O[C:5](=[O:11])OC(Cl)(Cl)Cl)Cl.[CH3:13][O:14][C:15]1[CH:20]=[CH:19][C:18]([C:21]2[N:22]=[C:23]([CH:34]3[CH2:39][CH2:38][NH:37][CH2:36][CH2:35]3)[O:24][C:25]=2[C:26]2[CH:31]=[CH:30][C:29]([O:32][CH3:33])=[CH:28][CH:27]=2)=[CH:17][CH:16]=1.C(N(CC)CC)C.Cl.[CH:48]([NH:51][OH:52])([CH3:50])[CH3:49].[Cl-].[NH4+], predict the reaction product. The product is: [CH3:13][O:14][C:15]1[CH:20]=[CH:19][C:18]([C:21]2[N:22]=[C:23]([CH:34]3[CH2:39][CH2:38][N:37]([C:5](=[O:11])[N:51]([CH:48]([CH3:50])[CH3:49])[OH:52])[CH2:36][CH2:35]3)[O:24][C:25]=2[C:26]2[CH:31]=[CH:30][C:29]([O:32][CH3:33])=[CH:28][CH:27]=2)=[CH:17][CH:16]=1. (3) Given the reactants [CH2:1]([C:5]1[S:9][C:8]([NH:10][C:11](=[O:24])[C:12]2[CH:17]=[C:16]([O:18]C)[C:15]([O:20]C)=[C:14]([O:22]C)[CH:13]=2)=[N:7][C:6]=1[C:25]1[CH:30]=[CH:29][C:28]([O:31]C)=[CH:27][CH:26]=1)[CH2:2][CH2:3][CH3:4].B(Br)(Br)Br, predict the reaction product. The product is: [CH2:1]([C:5]1[S:9][C:8]([NH:10][C:11](=[O:24])[C:12]2[CH:17]=[C:16]([OH:18])[C:15]([OH:20])=[C:14]([OH:22])[CH:13]=2)=[N:7][C:6]=1[C:25]1[CH:26]=[CH:27][C:28]([OH:31])=[CH:29][CH:30]=1)[CH2:2][CH2:3][CH3:4].